The task is: Predict the reactants needed to synthesize the given product.. This data is from Full USPTO retrosynthesis dataset with 1.9M reactions from patents (1976-2016). (1) Given the product [Cl:1][C:2]1[CH:7]=[CH:6][C:5]([C@H:8]2[CH2:13][C@@H:12]([C:14]3[O:18][NH:17][C:16](=[O:19])[CH:15]=3)[CH2:11][CH2:10][N:9]2[C:20]([O:22][CH3:23])=[O:21])=[CH:4][CH:3]=1.[Cl:1][C:2]1[CH:7]=[CH:6][C:5]([C@@H:8]2[CH2:13][C@H:12]([C:14]3[O:18][NH:17][C:16](=[O:19])[CH:15]=3)[CH2:11][CH2:10][N:9]2[C:20]([O:22][CH3:23])=[O:21])=[CH:4][CH:3]=1, predict the reactants needed to synthesize it. The reactants are: [Cl:1][C:2]1[CH:7]=[CH:6][C:5]([C@H:8]2[CH2:13][C@@H:12]([C:14]3[O:18][NH:17][C:16](=[O:19])[CH:15]=3)[CH2:11][CH2:10][N:9]2[C:20]([O:22][CH3:23])=[O:21])=[CH:4][CH:3]=1.CCO. (2) Given the product [F:16][C:17]1[CH:18]=[C:19]([C:23]2[N:24]=[C:25]([CH:28]3[CH2:33][CH2:32][N:31]([C:8]([NH:7][C:2]4[CH:3]=[N:4][CH:5]=[CH:6][N:1]=4)=[O:15])[CH2:30][CH2:29]3)[S:26][CH:27]=2)[CH:20]=[CH:21][CH:22]=1, predict the reactants needed to synthesize it. The reactants are: [N:1]1[CH:6]=[CH:5][N:4]=[CH:3][C:2]=1[NH:7][C:8](=[O:15])OCC(Cl)(Cl)Cl.[F:16][C:17]1[CH:18]=[C:19]([C:23]2[N:24]=[C:25]([CH:28]3[CH2:33][CH2:32][NH:31][CH2:30][CH2:29]3)[S:26][CH:27]=2)[CH:20]=[CH:21][CH:22]=1.C(N(C(C)C)CC)(C)C.O. (3) Given the product [C:11]([O:10][CH:4]1[CH:5]2[CH2:8][CH2:9][N:1]([CH2:7][CH2:6]2)[CH2:2][CH2:3]1)(=[O:13])[CH3:12], predict the reactants needed to synthesize it. The reactants are: [N:1]12[CH2:9][CH2:8][CH:5]([CH2:6][CH2:7]1)[CH:4]([OH:10])[CH2:3][CH2:2]2.[C:11](OC(=O)C)(=[O:13])[CH3:12]. (4) Given the product [CH3:1][N:2]1[C:6](=[O:7])[NH:5][N:4]=[C:3]1[S:8][C:9]1[CH:17]=[C:16]([C:18]([F:21])([F:20])[F:19])[CH:15]=[CH:14][C:10]=1[C:11]([CH:23]1[C:24](=[O:28])[CH2:25][CH2:26][CH2:27][C:22]1=[O:29])=[O:13], predict the reactants needed to synthesize it. The reactants are: [CH3:1][N:2]1[C:6](=[O:7])[NH:5][N:4]=[C:3]1[S:8][C:9]1[CH:17]=[C:16]([C:18]([F:21])([F:20])[F:19])[CH:15]=[CH:14][C:10]=1[C:11]([OH:13])=O.[C:22]1(=[O:29])[CH2:27][CH2:26][CH2:25][C:24](=[O:28])[CH2:23]1.C1(N=C=NC2CCCCC2)CCCCC1.C(N(CC)CC)C.C[Si](C#N)(C)C. (5) Given the product [O:1]=[C:6]([NH:58][N:59]1[CH2:63][CH2:62][O:61][C:60]1=[O:64])[C:7]([C@@H:9]([NH:14][C:15](=[O:38])[O:16][C@H:17]([CH2:22][C:23]1[O:24][C:25]([C:28]2[CH:29]=[CH:30][C:31]([C:34]([F:37])([F:35])[F:36])=[CH:32][CH:33]=2)=[N:26][N:27]=1)[C:18]([CH3:20])([CH3:21])[CH3:19])[CH2:10][CH2:11][CH2:12][CH3:13])=[O:8], predict the reactants needed to synthesize it. The reactants are: [O:1]=[O+][O-].C([C:6](=P(C1C=CC=CC=1)(C1C=CC=CC=1)C1C=CC=CC=1)[C:7]([C@@H:9]([NH:14][C:15](=[O:38])[O:16][C@H:17]([CH2:22][C:23]1[O:24][C:25]([C:28]2[CH:33]=[CH:32][C:31]([C:34]([F:37])([F:36])[F:35])=[CH:30][CH:29]=2)=[N:26][N:27]=1)[C:18]([CH3:21])([CH3:20])[CH3:19])[CH2:10][CH2:11][CH2:12][CH3:13])=[O:8])#N.[NH2:58][N:59]1[CH2:63][CH2:62][O:61][C:60]1=[O:64]. (6) Given the product [Cl:47][C:48]1[CH:49]=[CH:50][C:51]([N:54]2[CH2:59][CH2:58][N:57]([C:30]([NH:1][C@H:2]([C@H:8]([C:10]3[C:18]4[C:13](=[CH:14][CH:15]=[CH:16][CH:17]=4)[NH:12][CH:11]=3)[CH3:9])[C:3]([O:5][CH2:6][CH3:7])=[O:4])=[O:31])[CH2:56][CH2:55]2)=[CH:52][CH:53]=1, predict the reactants needed to synthesize it. The reactants are: [NH2:1][C@H:2]([C@H:8]([C:10]1[C:18]2[C:13](=[CH:14][CH:15]=[CH:16][CH:17]=2)[NH:12][CH:11]=1)[CH3:9])[C:3]([O:5][CH2:6][CH3:7])=[O:4].C(N(CC)C(C)C)(C)C.C1C(=O)N(OC(ON2C(=O)CCC2=O)=O)[C:30](=[O:31])C1.Cl.[Cl:47][C:48]1[CH:53]=[CH:52][C:51]([N:54]2[CH2:59][CH2:58][NH:57][CH2:56][CH2:55]2)=[CH:50][CH:49]=1.